This data is from Forward reaction prediction with 1.9M reactions from USPTO patents (1976-2016). The task is: Predict the product of the given reaction. (1) The product is: [Cl:23][C:24]1[CH:25]=[C:26]([CH2:27][CH:28]=[O:29])[CH:30]=[CH:31][CH:32]=1. Given the reactants CC(OI1(OC(C)=O)(OC(C)=O)OC(=O)C2C=CC=CC1=2)=O.[Cl:23][C:24]1[CH:25]=[C:26]([CH:30]=[CH:31][CH:32]=1)[CH2:27][CH2:28][OH:29], predict the reaction product. (2) Given the reactants [CH3:1][N:2]([CH3:16])[C:3]([C:5]1[C:14]2[C:9](=[CH:10][CH:11]=[CH:12][CH:13]=2)[N:8]=[C:7](Cl)[CH:6]=1)=[O:4].Cl.[NH2:18][C@H:19]1[CH2:23][CH2:22][N:21]([C:24](=[O:37])[CH2:25][C:26]2[CH:31]=[CH:30][C:29]([O:32][C:33]([F:36])([F:35])[F:34])=[CH:28][CH:27]=2)[CH2:20]1.C(N(CC)CC)C.C(O)(C)C, predict the reaction product. The product is: [CH3:1][N:2]([CH3:16])[C:3]([C:5]1[C:14]2[C:9](=[CH:10][CH:11]=[CH:12][CH:13]=2)[N:8]=[C:7]([NH:18][C@H:19]2[CH2:23][CH2:22][N:21]([C:24](=[O:37])[CH2:25][C:26]3[CH:27]=[CH:28][C:29]([O:32][C:33]([F:34])([F:35])[F:36])=[CH:30][CH:31]=3)[CH2:20]2)[CH:6]=1)=[O:4]. (3) Given the reactants [F:1][C:2]1[CH:7]=[CH:6][CH:5]=[CH:4][C:3]=1[N:8]1[C:16]2[C:11](=[C:12]([N:17]3[CH2:24][C@@H:23]4[C@@H:19]([CH2:20][NH:21][CH2:22]4)[C:18]3=[O:25])[CH:13]=[CH:14][CH:15]=2)[CH:10]=[N:9]1.[OH:26][C:27]([CH3:33])([CH3:32])[CH2:28][C:29](O)=[O:30].C(N(C(C)C)C(C)C)C.F[P-](F)(F)(F)(F)F.CN(C(N1C2C(=NC=CC=2)[N+]([O-])=N1)=[N+](C)C)C, predict the reaction product. The product is: [F:1][C:2]1[CH:7]=[CH:6][CH:5]=[CH:4][C:3]=1[N:8]1[C:16]2[C:11](=[C:12]([N:17]3[CH2:24][C@@H:23]4[C@@H:19]([CH2:20][N:21]([C:29](=[O:30])[CH2:28][C:27]([OH:26])([CH3:33])[CH3:32])[CH2:22]4)[C:18]3=[O:25])[CH:13]=[CH:14][CH:15]=2)[CH:10]=[N:9]1. (4) Given the reactants [CH3:1][N:2]1[C:10]2[CH:9]=[C:8]([C:11]3[CH:16]=[CH:15][N:14]=[C:13]4[N:17]([S:20]([C:23]5[CH:28]=[CH:27][C:26]([CH3:29])=[CH:25][CH:24]=5)(=[O:22])=[O:21])[CH:18]=[CH:19][C:12]=34)[CH:7]=[C:6]([NH2:30])[C:5]=2[CH:4]=[N:3]1.N1C=CC=CC=1.[CH3:37][C:38]1[S:39][CH:40]=[C:41]([C:43](Cl)=[O:44])[N:42]=1, predict the reaction product. The product is: [CH3:37][C:38]1[S:39][CH:40]=[C:41]([C:43]([NH:30][C:6]2[CH:7]=[C:8]([C:11]3[CH:16]=[CH:15][N:14]=[C:13]4[N:17]([S:20]([C:23]5[CH:28]=[CH:27][C:26]([CH3:29])=[CH:25][CH:24]=5)(=[O:22])=[O:21])[CH:18]=[CH:19][C:12]=34)[CH:9]=[C:10]3[C:5]=2[CH:4]=[N:3][N:2]3[CH3:1])=[O:44])[N:42]=1. (5) Given the reactants [OH-].[Na+].[ClH:3].[F:4][C:5]1[CH:6]=[C:7]([CH:31]=[CH:32][CH:33]=1)[O:8][C:9]1[CH:10]=[CH:11][C:12]2[N:16]=[C:15]([CH2:17][O:18][C:19]3[CH:20]=[C:21]([CH:26]=[CH:27][CH:28]=3)[C:22]([O:24]C)=[O:23])[N:14]([CH3:29])[C:13]=2[CH:30]=1.Cl, predict the reaction product. The product is: [ClH:3].[F:4][C:5]1[CH:6]=[C:7]([CH:31]=[CH:32][CH:33]=1)[O:8][C:9]1[CH:10]=[CH:11][C:12]2[N:16]=[C:15]([CH2:17][O:18][C:19]3[CH:20]=[C:21]([CH:26]=[CH:27][CH:28]=3)[C:22]([OH:24])=[O:23])[N:14]([CH3:29])[C:13]=2[CH:30]=1. (6) Given the reactants [OH:1][C@@H:2]1[CH2:6][CH2:5][N:4]([CH:7]2[CH2:12][CH2:11][N:10]([C:13]([O:15][C:16]([CH3:19])([CH3:18])[CH3:17])=[O:14])[CH2:9][CH2:8]2)[C:3]1=[O:20].C(N(CC)CC)C.[CH3:28][S:29](Cl)(=[O:31])=[O:30], predict the reaction product. The product is: [CH3:28][S:29]([O:1][C@@H:2]1[CH2:6][CH2:5][N:4]([CH:7]2[CH2:8][CH2:9][N:10]([C:13]([O:15][C:16]([CH3:17])([CH3:19])[CH3:18])=[O:14])[CH2:11][CH2:12]2)[C:3]1=[O:20])(=[O:31])=[O:30]. (7) Given the reactants [NH2:1][C:2]1[N:7]([CH2:8][CH:9]([CH3:11])[CH3:10])[C:6](=[S:12])[NH:5][C:4](=[O:13])[C:3]=1[NH:14][CH:15]=O.CSC.O, predict the reaction product. The product is: [NH2:1][C:2]1[N:7]([CH2:8][CH:9]([CH3:11])[CH3:10])[C:6](=[S:12])[NH:5][C:4](=[O:13])[C:3]=1[NH:14][CH3:15]. (8) Given the reactants C([O:8][C:9]1[CH:10]=[C:11]([CH:25]=[CH:26][C:27]=1[N:28]1[CH2:32][C:31](=[O:33])[NH:30][S:29]1(=[O:35])=[O:34])[CH2:12][C@@H:13]1[NH:19][C:18](=[O:20])[C:17]2[CH:21]=[CH:22][CH:23]=[CH:24][C:16]=2[CH:15]=[CH:14]1)C1C=CC=CC=1.B(Br)(Br)Br, predict the reaction product. The product is: [OH:8][C:9]1[CH:10]=[C:11]([CH:25]=[CH:26][C:27]=1[N:28]1[CH2:32][C:31](=[O:33])[NH:30][S:29]1(=[O:35])=[O:34])[CH2:12][C@@H:13]1[NH:19][C:18](=[O:20])[C:17]2[CH:21]=[CH:22][CH:23]=[CH:24][C:16]=2[CH:15]=[CH:14]1. (9) The product is: [Br:1][C:2]1[C:10]2[N:9]=[C:8]([CH3:11])[N:7]([CH2:16][C:17]3[CH:22]=[CH:21][CH:20]=[C:19]([Cl:23])[C:18]=3[CH3:24])[C:6]=2[CH:5]=[C:4]([N+:12]([O-:14])=[O:13])[CH:3]=1. Given the reactants [Br:1][C:2]1[C:10]2[N:9]=[C:8]([CH3:11])[NH:7][C:6]=2[CH:5]=[C:4]([N+:12]([O-:14])=[O:13])[CH:3]=1.Br[CH2:16][C:17]1[CH:22]=[CH:21][CH:20]=[C:19]([Cl:23])[C:18]=1[CH3:24].C(=O)([O-])[O-].[Cs+].[Cs+].O, predict the reaction product. (10) Given the reactants Br[C:2]1[CH:7]=[CH:6][CH:5]=[C:4]([CH3:8])[N:3]=1.C([Li])CCC.Cl[P:15]([C:24]1[CH:29]=[C:28]([CH3:30])[CH:27]=[C:26]([CH3:31])[CH:25]=1)[C:16]1[CH:21]=[C:20]([CH3:22])[CH:19]=[C:18]([CH3:23])[CH:17]=1.[Cl-].[Na+], predict the reaction product. The product is: [CH3:31][C:26]1[CH:25]=[C:24]([P:15]([C:16]2[CH:17]=[C:18]([CH3:23])[CH:19]=[C:20]([CH3:22])[CH:21]=2)[C:2]2[CH:7]=[CH:6][CH:5]=[C:4]([CH3:8])[N:3]=2)[CH:29]=[C:28]([CH3:30])[CH:27]=1.